Dataset: Full USPTO retrosynthesis dataset with 1.9M reactions from patents (1976-2016). Task: Predict the reactants needed to synthesize the given product. (1) Given the product [CH2:1]([C:3]1[C:4]([NH:11][CH:12]2[C:20]3[CH:15]=[CH:14][O:22][C:19]=3[CH2:18][CH2:17][CH2:16]2)=[N:5][C:6]([CH2:9][CH3:10])=[CH:7][N:8]=1)[CH3:2], predict the reactants needed to synthesize it. The reactants are: [CH2:1]([C:3]1[C:4]([NH:11][C@@H:12]2[C:20]3[C:15](=[CH:16][CH:17]=[CH:18][CH:19]=3)[CH2:14][C@@H]2O)=[N:5][C:6]([CH2:9][CH3:10])=[CH:7][N:8]=1)[CH3:2].[O:22]1C2CCCC(N)C=2C=C1. (2) The reactants are: [CH3:1][C:2]([CH3:38])([CH3:37])[C:3]([O:5][C:6]1[CH:11]=[CH:10][C:9]([C:12]([C:24]2[CH:29]=[CH:28][C:27]([O:30][C:31](=[O:36])[C:32]([CH3:35])([CH3:34])[CH3:33])=[CH:26][CH:25]=2)=[C:13]([C:17]2[CH:22]=[CH:21][CH:20]=[C:19]([OH:23])[CH:18]=2)[CH2:14][CH2:15][CH3:16])=[CH:8][CH:7]=1)=[O:4].C([O-])([O-])=O.[K+].[K+].O.Cl.Cl[CH2:48][CH2:49][N:50]1[CH2:55][CH2:54][CH2:53][CH2:52][CH2:51]1. Given the product [CH3:33][C:32]([CH3:35])([CH3:34])[C:31]([O:30][C:27]1[CH:26]=[CH:25][C:24]([C:12]([C:9]2[CH:8]=[CH:7][C:6]([O:5][C:3](=[O:4])[C:2]([CH3:37])([CH3:1])[CH3:38])=[CH:11][CH:10]=2)=[C:13]([C:17]2[CH:22]=[CH:21][CH:20]=[C:19]([O:23][CH2:48][CH2:49][N:50]3[CH2:55][CH2:54][CH2:53][CH2:52][CH2:51]3)[CH:18]=2)[CH2:14][CH2:15][CH3:16])=[CH:29][CH:28]=1)=[O:36], predict the reactants needed to synthesize it. (3) Given the product [Cl:1][C:2]1[CH:3]=[C:4]([C:9]([OH:10])([CH2:12][O:13][C:14]2[CH:19]=[CH:18][C:17]([O:20][CH3:21])=[CH:16][CH:15]=2)[CH2:11][N:28]([CH2:29][CH2:30][CH2:31][OH:32])[C:33](=[O:34])[O:35][C:36]([CH3:39])([CH3:38])[CH3:37])[CH:5]=[CH:6][C:7]=1[Cl:8], predict the reactants needed to synthesize it. The reactants are: [Cl:1][C:2]1[CH:3]=[C:4]([C:9]2([CH2:12][O:13][C:14]3[CH:19]=[CH:18][C:17]([O:20][CH3:21])=[CH:16][CH:15]=3)[CH2:11][O:10]2)[CH:5]=[CH:6][C:7]=1[Cl:8].C(=O)([O-])[O-].[K+].[K+].[NH2:28][CH2:29][CH2:30][CH2:31][OH:32].[C:33](O[C:33]([O:35][C:36]([CH3:39])([CH3:38])[CH3:37])=[O:34])([O:35][C:36]([CH3:39])([CH3:38])[CH3:37])=[O:34]. (4) Given the product [ClH:31].[F:1][C:2]1[CH:7]=[CH:6][CH:5]=[CH:4][C:3]=1[C:8]1[N:12]([S:13]([C:16]2[CH:21]=[CH:20][CH:19]=[CH:18][C:17]=2[F:22])(=[O:15])=[O:14])[CH:11]=[C:10]([CH2:23][NH:28][CH3:27])[CH:9]=1, predict the reactants needed to synthesize it. The reactants are: [F:1][C:2]1[CH:7]=[CH:6][CH:5]=[CH:4][C:3]=1[C:8]1[N:12]([S:13]([C:16]2[CH:21]=[CH:20][CH:19]=[CH:18][C:17]=2[F:22])(=[O:15])=[O:14])[CH:11]=[C:10]([CH:23]=O)[CH:9]=1.CO.[CH3:27][NH2:28].[BH4-].[Na+].[ClH:31].C(=O)([O-])O.[Na+]. (5) Given the product [Cl:15][C:16]1[C:24]2[C:23]([CH2:25][CH2:26][CH2:27][O:28][C:29]3[CH:30]=[C:31]([CH3:37])[C:32]([Cl:36])=[C:33]([CH3:35])[CH:34]=3)=[C:22]([C:38]([NH:14][S:11]([CH3:2])(=[O:13])=[O:12])=[O:39])[S:21][C:20]=2[CH:19]=[CH:18][CH:17]=1, predict the reactants needed to synthesize it. The reactants are: C1C2C(=CC=CC=2)C=C[C:2]=1[S:11]([NH2:14])(=[O:13])=[O:12].[Cl:15][C:16]1[C:24]2[C:23]([CH2:25][CH2:26][CH2:27][O:28][C:29]3[CH:34]=[C:33]([CH3:35])[C:32]([Cl:36])=[C:31]([CH3:37])[CH:30]=3)=[C:22]([C:38](O)=[O:39])[S:21][C:20]=2[CH:19]=[CH:18][CH:17]=1.CS(N)(=O)=O. (6) Given the product [NH2:30][C:27]1[CH:28]=[CH:29][C:24]([C:22]#[C:23][C:6]2[CH:7]=[CH:8][CH:9]=[CH:10][C:5]=2[NH:4][C:1](=[O:3])[CH3:2])=[CH:25][CH:26]=1, predict the reactants needed to synthesize it. The reactants are: [C:1]([NH:4][C:5]1[CH:10]=[CH:9][CH:8]=[CH:7][C:6]=1OS(C1C=CC(C)=CC=1)(=O)=O)(=[O:3])[CH3:2].[C:22]([C:24]1[CH:29]=[CH:28][C:27]([NH2:30])=[CH:26][CH:25]=1)#[CH:23]. (7) The reactants are: [F:1][CH2:2][CH:3]1[N:8]([CH3:9])[CH2:7][CH2:6][N:5](C(OCC2C=CC=CC=2)=O)[CH2:4]1. Given the product [F:1][CH2:2][CH:3]1[CH2:4][NH:5][CH2:6][CH2:7][N:8]1[CH3:9], predict the reactants needed to synthesize it. (8) Given the product [CH2:18]([O:22][CH2:23][CH2:24][O:25][C:26]1[CH:27]=[CH:28][C:29]([C:32]2[CH:39]=[C:36](/[CH:37]=[C:8](\[CH3:9])/[C:6]([O:5][CH2:4][CH3:3])=[O:7])[C:35]([N:40]3[CH2:44][CH2:43][CH2:42][CH2:41]3)=[N:34][CH:33]=2)=[CH:30][CH:31]=1)[CH2:19][CH2:20][CH3:21], predict the reactants needed to synthesize it. The reactants are: [H-].[Na+].[CH3:3][CH2:4][O:5][C:6]([CH:8](P(OCC)(OCC)=O)[CH3:9])=[O:7].[CH2:18]([O:22][CH2:23][CH2:24][O:25][C:26]1[CH:31]=[CH:30][C:29]([C:32]2[CH:33]=[N:34][C:35]([N:40]3[CH2:44][CH2:43][CH2:42][CH2:41]3)=[C:36]([CH:39]=2)[CH:37]=O)=[CH:28][CH:27]=1)[CH2:19][CH2:20][CH3:21]. (9) Given the product [F:15][CH:14]([F:16])[C:12]1[CH:11]=[C:10]([C:17]2[CH:22]=[CH:21][C:20]([C:23]([F:26])([F:25])[F:24])=[CH:19][CH:18]=2)[N:9]=[C:8]([C:4]2[CH:3]=[C:2]([C:31]3[CH:32]=[CH:33][C:28]([NH2:27])=[N:29][CH:30]=3)[CH:7]=[CH:6][CH:5]=2)[N:13]=1, predict the reactants needed to synthesize it. The reactants are: Br[C:2]1[CH:3]=[C:4]([C:8]2[N:13]=[C:12]([CH:14]([F:16])[F:15])[CH:11]=[C:10]([C:17]3[CH:22]=[CH:21][C:20]([C:23]([F:26])([F:25])[F:24])=[CH:19][CH:18]=3)[N:9]=2)[CH:5]=[CH:6][CH:7]=1.[NH2:27][C:28]1[CH:33]=[CH:32][C:31](B2OC(C)(C)C(C)(C)O2)=[CH:30][N:29]=1. (10) Given the product [N+:14]([C:11]1[CH:12]=[CH:13][C:8]([C:5]2[CH:6]=[CH:7][C:2]([CH:24]([C:25]([O:27][CH2:28][CH3:29])=[O:26])[C:23]([O:31][CH2:32][CH3:33])=[O:30])=[CH:3][CH:4]=2)=[CH:9][CH:10]=1)([O-:16])=[O:15], predict the reactants needed to synthesize it. The reactants are: Br[C:2]1[CH:7]=[CH:6][C:5]([C:8]2[CH:13]=[CH:12][C:11]([N+:14]([O-:16])=[O:15])=[CH:10][CH:9]=2)=[CH:4][CH:3]=1.C(=O)([O-])[O-].[Cs+].[Cs+].[C:23]([O:31][CH2:32][CH3:33])(=[O:30])[CH2:24][C:25]([O:27][CH2:28][CH3:29])=[O:26].